This data is from CYP2D6 inhibition data for predicting drug metabolism from PubChem BioAssay. The task is: Regression/Classification. Given a drug SMILES string, predict its absorption, distribution, metabolism, or excretion properties. Task type varies by dataset: regression for continuous measurements (e.g., permeability, clearance, half-life) or binary classification for categorical outcomes (e.g., BBB penetration, CYP inhibition). Dataset: cyp2d6_veith. (1) The molecule is CCOc1ccc(NC(=O)CN2CCN(S(=O)(=O)c3ccc(Cl)cc3)CC2)cc1. The result is 0 (non-inhibitor). (2) The drug is COc1ccc(C(=O)c2ccc(N(C)C)cc2)c(OC)c1. The result is 0 (non-inhibitor). (3) The compound is O=C(Oc1ccccc1)N1CCC2(CCCN(Cc3nccs3)C2)CC1. The result is 1 (inhibitor).